This data is from NCI-60 drug combinations with 297,098 pairs across 59 cell lines. The task is: Regression. Given two drug SMILES strings and cell line genomic features, predict the synergy score measuring deviation from expected non-interaction effect. (1) Drug 1: CC1=CC2C(CCC3(C2CCC3(C(=O)C)OC(=O)C)C)C4(C1=CC(=O)CC4)C. Drug 2: CC1=C(N=C(N=C1N)C(CC(=O)N)NCC(C(=O)N)N)C(=O)NC(C(C2=CN=CN2)OC3C(C(C(C(O3)CO)O)O)OC4C(C(C(C(O4)CO)O)OC(=O)N)O)C(=O)NC(C)C(C(C)C(=O)NC(C(C)O)C(=O)NCCC5=NC(=CS5)C6=NC(=CS6)C(=O)NCCC[S+](C)C)O. Cell line: MOLT-4. Synergy scores: CSS=7.76, Synergy_ZIP=2.87, Synergy_Bliss=8.70, Synergy_Loewe=3.41, Synergy_HSA=3.69. (2) Drug 1: CC1=C(C(CCC1)(C)C)C=CC(=CC=CC(=CC(=O)O)C)C. Drug 2: COC1=C2C(=CC3=C1OC=C3)C=CC(=O)O2. Cell line: NCI-H226. Synergy scores: CSS=-1.25, Synergy_ZIP=0.977, Synergy_Bliss=0.484, Synergy_Loewe=0.263, Synergy_HSA=-1.12. (3) Drug 1: CC(C)(C#N)C1=CC(=CC(=C1)CN2C=NC=N2)C(C)(C)C#N. Drug 2: C(CN)CNCCSP(=O)(O)O. Cell line: SNB-19. Synergy scores: CSS=-4.91, Synergy_ZIP=1.53, Synergy_Bliss=-0.763, Synergy_Loewe=-3.85, Synergy_HSA=-4.99.